Dataset: Catalyst prediction with 721,799 reactions and 888 catalyst types from USPTO. Task: Predict which catalyst facilitates the given reaction. (1) Reactant: C([SiH2][O:6][C:7](C)(C)[C:8]1[CH:13]=[CH:12][C:11]([C@@H:14]2[CH2:19][CH2:18][C@H:17]([OH:20])[CH2:16][CH2:15]2)=[CH:10][CH:9]=1)(C)(C)C.O[C:24]1[N:25]([CH3:37])[C:26](=[O:36])[CH:27]=[C:28]([C:30]2[CH:35]=[CH:34][N:33]=[CH:32][N:31]=2)[N:29]=1.C1(P(C2C=CC=CC=2)C2C=CC=CC=2)C=CC=CC=1.N(C(OC(C)C)=O)=NC(OC(C)C)=O.[F-].C([N+](CCCC)(CCCC)CCCC)CCC.[Cl-].[NH4+]. Product: [OH:6][CH2:7][C:8]1[CH:9]=[CH:10][C:11]([C@H:14]2[CH2:15][CH2:16][C@H:17]([O:20][C:24]3[N:25]([CH3:37])[C:26](=[O:36])[CH:27]=[C:28]([C:30]4[CH:35]=[CH:34][N:33]=[CH:32][N:31]=4)[N:29]=3)[CH2:18][CH2:19]2)=[CH:12][CH:13]=1. The catalyst class is: 7. (2) Reactant: [O:1]1[C:5]2[CH:6]=[CH:7][C:8]([NH2:10])=[CH:9][C:4]=2[O:3][CH2:2]1.CCN(CC)CC.[C:18](Cl)(=[O:23])[C:19]([CH3:22])([CH3:21])[CH3:20]. Product: [O:1]1[C:5]2[CH:6]=[CH:7][C:8]([NH:10][C:18](=[O:23])[C:19]([CH3:22])([CH3:21])[CH3:20])=[CH:9][C:4]=2[O:3][CH2:2]1. The catalyst class is: 332.